From a dataset of Forward reaction prediction with 1.9M reactions from USPTO patents (1976-2016). Predict the product of the given reaction. The product is: [CH3:11][O:12][C:13](=[O:23])[CH2:14][CH2:15][CH2:16][CH2:17][CH2:18][CH2:19][C:20](=[O:21])[NH:1][CH2:2][CH:3]([OH:4])[C:5]1[CH:10]=[CH:9][CH:8]=[CH:7][CH:6]=1. Given the reactants [NH2:1][CH2:2][CH:3]([C:5]1[CH:10]=[CH:9][CH:8]=[CH:7][CH:6]=1)[OH:4].[CH3:11][O:12][C:13](=[O:23])[CH2:14][CH2:15][CH2:16][CH2:17][CH2:18][CH2:19][C:20](O)=[O:21].ON1C2C=CC=CC=2N=N1, predict the reaction product.